Dataset: Reaction yield outcomes from USPTO patents with 853,638 reactions. Task: Predict the reaction yield, written as a fraction of the theoretical maximum amount of product (1.0 means a 100% yield; for example, 0.34 means a 34% yield). (1) The reactants are [O:1]=[S:2]1(=[O:30])[CH2:7][CH2:6][N:5]([C:8]([C:10]2[NH:11][C:12]3[C:17]([CH:18]=2)=[CH:16][C:15]([C:19]([N:21]2[CH2:26][CH2:25][N:24]([CH:27]([CH3:29])[CH3:28])[CH2:23][CH2:22]2)=[O:20])=[CH:14][CH:13]=3)=[O:9])[CH2:4][CH2:3]1.[CH3:31][S:32]([C:35]1[CH:40]=[CH:39][C:38](B(O)O)=[CH:37][CH:36]=1)(=[O:34])=[O:33].N1C=CC=CC=1. The catalyst is C([O-])(=O)C.[Cu+2].C([O-])(=O)C.C(Cl)(Cl)Cl. The product is [O:30]=[S:2]1(=[O:1])[CH2:7][CH2:6][N:5]([C:8]([C:10]2[N:11]([C:38]3[CH:39]=[CH:40][C:35]([S:32]([CH3:31])(=[O:34])=[O:33])=[CH:36][CH:37]=3)[C:12]3[C:17]([CH:18]=2)=[CH:16][C:15]([C:19]([N:21]2[CH2:22][CH2:23][N:24]([CH:27]([CH3:28])[CH3:29])[CH2:25][CH2:26]2)=[O:20])=[CH:14][CH:13]=3)=[O:9])[CH2:4][CH2:3]1. The yield is 0.250. (2) The reactants are [F:1][C@H:2]1[C@H:7]([C:8]2[CH:13]=[CH:12][C:11]([OH:14])=[CH:10][CH:9]=2)[CH2:6][CH2:5][N:4]([C@@H:15]2[CH2:19][CH2:18][N:17]([CH2:20][C:21]3[CH:26]=[CH:25][C:24]([CH3:27])=[CH:23][CH:22]=3)[C:16]2=[O:28])[CH2:3]1.[C:29]([O:33][C:34](=[O:48])[C@@H:35]([NH:40][C:41]([O:43][C:44]([CH3:47])([CH3:46])[CH3:45])=[O:42])[CH2:36][C:37](O)=[O:38])([CH3:32])([CH3:31])[CH3:30].C1CCC(N=C=NC2CCCCC2)CC1.O. The catalyst is C(Cl)Cl.CN(C1C=CN=CC=1)C. The product is [C:44]([O:43][C:41]([NH:40][C@@H:35]([CH2:36][C:37]([O:14][C:11]1[CH:12]=[CH:13][C:8]([C@@H:7]2[CH2:6][CH2:5][N:4]([C@@H:15]3[CH2:19][CH2:18][N:17]([CH2:20][C:21]4[CH:22]=[CH:23][C:24]([CH3:27])=[CH:25][CH:26]=4)[C:16]3=[O:28])[CH2:3][C@H:2]2[F:1])=[CH:9][CH:10]=1)=[O:38])[C:34]([O:33][C:29]([CH3:32])([CH3:31])[CH3:30])=[O:48])=[O:42])([CH3:47])([CH3:46])[CH3:45]. The yield is 0.680. (3) The reactants are Cl.[Br:2][C:3]1[CH:10]=[CH:9][C:6]([CH2:7][NH2:8])=[CH:5][CH:4]=1.[OH-].[Na+].[CH3:13][C:14]([O:17][C:18](O[C:18]([O:17][C:14]([CH3:16])([CH3:15])[CH3:13])=[O:19])=[O:19])([CH3:16])[CH3:15]. The catalyst is O1CCOCC1. The product is [C:14]([O:17][C:18](=[O:19])[NH:8][CH2:7][C:6]1[CH:9]=[CH:10][C:3]([Br:2])=[CH:4][CH:5]=1)([CH3:16])([CH3:15])[CH3:13]. The yield is 0.960. (4) The reactants are F[C:2]1[CH:3]=[CH:4][C:5]([N+:14]([O-:16])=[O:15])=[C:6]([N:8]2[CH2:13][CH2:12][CH2:11][CH2:10][CH2:9]2)[CH:7]=1.[CH3:17][NH2:18]. The catalyst is CO. The product is [CH3:17][NH:18][C:2]1[CH:3]=[CH:4][C:5]([N+:14]([O-:16])=[O:15])=[C:6]([N:8]2[CH2:13][CH2:12][CH2:11][CH2:10][CH2:9]2)[CH:7]=1. The yield is 1.00. (5) The yield is 0.990. The product is [ClH:27].[Cl:27][C:24]1[CH:25]=[CH:26][C:21]([C:18]([C:15]2[N:14]([C:30]3[CH:35]=[CH:34][C:33]([F:36])=[CH:32][CH:31]=3)[C:13]([S:12][CH2:11][C:10]3[C:9]([F:40])=[CH:8][C:7]([O:6][CH2:5][CH2:4][NH2:1])=[CH:38][C:37]=3[F:39])=[N:17][CH:16]=2)([CH3:20])[CH3:19])=[CH:22][C:23]=1[O:28][CH3:29]. The reactants are [N:1]([CH2:4][CH2:5][O:6][C:7]1[CH:38]=[C:37]([F:39])[C:10]([CH2:11][S:12][C:13]2[N:14]([C:30]3[CH:35]=[CH:34][C:33]([F:36])=[CH:32][CH:31]=3)[C:15]([C:18]([C:21]3[CH:26]=[CH:25][C:24]([Cl:27])=[C:23]([O:28][CH3:29])[CH:22]=3)([CH3:20])[CH3:19])=[CH:16][N:17]=2)=[C:9]([F:40])[CH:8]=1)=[N+]=[N-]. The catalyst is CCO.Cl.O=[Pt]=O. (6) The reactants are [CH3:1][N:2]1[CH:6]=[C:5]([C:7]([OH:9])=O)[CH:4]=[N:3]1.Cl.[CH3:11][NH:12][O:13][CH3:14].Cl.CN(C)CCCN=C=NCC.OC1C2N=NNC=2C=CC=1.C(N(CC)CC)C. The catalyst is ClCCl.O. The product is [CH3:14][O:13][N:12]([CH3:11])[C:7]([C:5]1[CH:4]=[N:3][N:2]([CH3:1])[CH:6]=1)=[O:9]. The yield is 0.690. (7) The product is [Cl:36][C:34]1[CH:33]=[CH:32][C:30]2[N:31]=[C:27]([NH:25][C:22]3[CH:21]=[CH:20][C:19]([C:16]4[CH:17]=[CH:18][C:13]([C:11]([C@@H:7]5[CH2:8][CH2:9][CH2:10][C@H:5]([C:3]([OH:4])=[O:2])[CH2:6]5)=[O:12])=[CH:14][CH:15]=4)=[CH:24][CH:23]=3)[S:28][C:29]=2[CH:35]=1. The catalyst is C(O)CCC.Cl.O1CCOCC1.CO. The reactants are C[O:2][C:3]([CH:5]1[CH2:10][CH2:9][CH2:8][CH:7]([C:11]([C:13]2[CH:18]=[CH:17][C:16]([C:19]3[CH:24]=[CH:23][C:22]([NH2:25])=[CH:21][CH:20]=3)=[CH:15][CH:14]=2)=[O:12])[CH2:6]1)=[O:4].Cl[C:27]1[S:28][C:29]2[CH:35]=[C:34]([Cl:36])[CH:33]=[CH:32][C:30]=2[N:31]=1.[OH-].[Na+].Cl. The yield is 0.234. (8) The reactants are [CH:1]([N:4]1[CH2:9][CH2:8][N:7]([C:10]2[S:11][C:12]3[CH:18]=[CH:17][CH:16]=[CH:15][C:13]=3[N:14]=2)[CH2:6][CH2:5]1)([CH3:3])[CH3:2].[H-].[Na+].Cl[CH2:22][CH2:23][CH2:24][S:25]([OH:28])(=O)=[O:26].[CH3:29][N:30](C=O)C. No catalyst specified. The product is [O:26]=[S:25]1(=[O:28])[CH2:24][CH2:23][CH2:22][N:30]1[CH2:29][C:16]1[CH:17]=[CH:18][C:12]2[S:11][C:10]([N:7]3[CH2:6][CH2:5][N:4]([CH:1]([CH3:3])[CH3:2])[CH2:9][CH2:8]3)=[N:14][C:13]=2[CH:15]=1. The yield is 0.450. (9) The reactants are [Br:1][C:2]1[CH:7]=[C:6]([N+:8]([O-:10])=[O:9])[CH:5]=[C:4]([Br:11])[C:3]=1F.[F:13][C:14]1[CH:19]=[C:18]([F:20])[CH:17]=[CH:16][C:15]=1[OH:21].C(=O)([O-])[O-].[K+].[K+]. The catalyst is CN(C)C=O. The product is [Br:1][C:2]1[CH:7]=[C:6]([N+:8]([O-:10])=[O:9])[CH:5]=[C:4]([Br:11])[C:3]=1[O:21][C:15]1[CH:16]=[CH:17][C:18]([F:20])=[CH:19][C:14]=1[F:13]. The yield is 0.950. (10) The reactants are [C:1]([O:5][C:6]([N:8]1[CH2:11][CH:10]([O:12][C:13]2[CH:18]=[C:17]([Br:19])[CH:16]=[CH:15][C:14]=2[CH:20]=[O:21])[CH2:9]1)=[O:7])([CH3:4])([CH3:3])[CH3:2].[C:22]1([Mg]Br)[CH:27]=[CH:26][CH:25]=[CH:24][CH:23]=1. The catalyst is C(Cl)Cl. The product is [C:1]([O:5][C:6]([N:8]1[CH2:11][CH:10]([O:12][C:13]2[CH:18]=[C:17]([Br:19])[CH:16]=[CH:15][C:14]=2[CH:20]([OH:21])[C:22]2[CH:27]=[CH:26][CH:25]=[CH:24][CH:23]=2)[CH2:9]1)=[O:7])([CH3:4])([CH3:2])[CH3:3]. The yield is 0.790.